From a dataset of Full USPTO retrosynthesis dataset with 1.9M reactions from patents (1976-2016). Predict the reactants needed to synthesize the given product. (1) Given the product [CH2:37]([O:29][C:5]1[CH:10]=[CH:1][N:2]=[C:3]([NH:11][C:12]2[CH:17]=[CH:16][CH:15]=[CH:14][N:13]=2)[CH:4]=1)[C:31]1[CH:36]=[CH:35][CH:34]=[CH:33][CH:32]=1, predict the reactants needed to synthesize it. The reactants are: [CH:1]1[C:10]2[C:5](=CC=CC=2)[CH:4]=[C:3]([NH:11][C:12]2[CH:17]=[CH:16][CH:15]=[CH:14][N:13]=2)[N:2]=1.NC1C=CC=CN=1.C([O:29][K])(C)(C)C.[C:31]1([CH3:37])[CH:36]=[CH:35][CH:34]=[CH:33][CH:32]=1. (2) Given the product [C:11]([O:10][C:8]([N:7]1[C@H:6]2[CH2:15][CH2:16][CH2:17][CH2:18][C@H:5]2[N:4]=[C:3]1[NH:24][CH2:23][C:22]1[CH:25]=[CH:26][C:27]([F:28])=[C:20]([F:19])[CH:21]=1)=[O:9])([CH3:14])([CH3:13])[CH3:12], predict the reactants needed to synthesize it. The reactants are: CS[C:3]1[N:7]([C:8]([O:10][C:11]([CH3:14])([CH3:13])[CH3:12])=[O:9])[C@H:6]2[CH2:15][CH2:16][CH2:17][CH2:18][C@H:5]2[N:4]=1.[F:19][C:20]1[CH:21]=[C:22]([CH:25]=[CH:26][C:27]=1[F:28])[CH2:23][NH2:24]. (3) Given the product [F:1][C:2]1[CH:3]=[C:4]([CH:5]=[CH:6][C:7]=1[N+:8]([O-:10])=[O:9])[O:11][CH2:15][C@@H:14]([NH:16][C:17](=[O:23])[O:18][C:19]([CH3:20])([CH3:22])[CH3:21])[CH3:13], predict the reactants needed to synthesize it. The reactants are: [F:1][C:2]1[CH:3]=[C:4]([OH:11])[CH:5]=[CH:6][C:7]=1[N+:8]([O-:10])=[O:9].O[CH2:13][C@@H:14]([NH:16][C:17](=[O:23])[O:18][C:19]([CH3:22])([CH3:21])[CH3:20])[CH3:15].C1(P(C2C=CC=CC=2)C2C=CC=CC=2)C=CC=CC=1.N(C(OC(C)C)=O)=NC(OC(C)C)=O.